This data is from NCI-60 drug combinations with 297,098 pairs across 59 cell lines. The task is: Regression. Given two drug SMILES strings and cell line genomic features, predict the synergy score measuring deviation from expected non-interaction effect. (1) Drug 1: CC12CCC(CC1=CCC3C2CCC4(C3CC=C4C5=CN=CC=C5)C)O. Drug 2: COC1=NC(=NC2=C1N=CN2C3C(C(C(O3)CO)O)O)N. Cell line: 786-0. Synergy scores: CSS=8.15, Synergy_ZIP=-3.51, Synergy_Bliss=3.61, Synergy_Loewe=3.47, Synergy_HSA=3.82. (2) Drug 1: COC1=CC(=CC(=C1O)OC)C2C3C(COC3=O)C(C4=CC5=C(C=C24)OCO5)OC6C(C(C7C(O6)COC(O7)C8=CC=CS8)O)O. Drug 2: CC12CCC3C(C1CCC2O)C(CC4=C3C=CC(=C4)O)CCCCCCCCCS(=O)CCCC(C(F)(F)F)(F)F. Cell line: 786-0. Synergy scores: CSS=5.41, Synergy_ZIP=3.80, Synergy_Bliss=3.27, Synergy_Loewe=-16.5, Synergy_HSA=2.33. (3) Drug 1: C1=CC(=CC=C1CCCC(=O)O)N(CCCl)CCCl. Drug 2: CS(=O)(=O)OCCCCOS(=O)(=O)C. Cell line: U251. Synergy scores: CSS=30.0, Synergy_ZIP=-15.3, Synergy_Bliss=-10.9, Synergy_Loewe=-11.6, Synergy_HSA=-7.52. (4) Drug 1: CC12CCC3C(C1CCC2=O)CC(=C)C4=CC(=O)C=CC34C. Drug 2: C1=CC(=CC=C1CCCC(=O)O)N(CCCl)CCCl. Cell line: MDA-MB-435. Synergy scores: CSS=12.9, Synergy_ZIP=-3.51, Synergy_Bliss=-5.07, Synergy_Loewe=-26.3, Synergy_HSA=-4.47. (5) Drug 1: CCC1(CC2CC(C3=C(CCN(C2)C1)C4=CC=CC=C4N3)(C5=C(C=C6C(=C5)C78CCN9C7C(C=CC9)(C(C(C8N6C)(C(=O)OC)O)OC(=O)C)CC)OC)C(=O)OC)O.OS(=O)(=O)O. Drug 2: CN(C(=O)NC(C=O)C(C(C(CO)O)O)O)N=O. Cell line: HT29. Synergy scores: CSS=0.282, Synergy_ZIP=-8.38, Synergy_Bliss=-14.1, Synergy_Loewe=-41.4, Synergy_HSA=-20.1. (6) Drug 1: CN(C)C1=NC(=NC(=N1)N(C)C)N(C)C. Drug 2: C1C(C(OC1N2C=C(C(=O)NC2=O)F)CO)O. Cell line: SF-539. Synergy scores: CSS=36.3, Synergy_ZIP=-2.42, Synergy_Bliss=-7.85, Synergy_Loewe=-41.5, Synergy_HSA=-9.07. (7) Cell line: SK-OV-3. Synergy scores: CSS=26.4, Synergy_ZIP=-1.61, Synergy_Bliss=5.31, Synergy_Loewe=2.91, Synergy_HSA=4.59. Drug 1: CCC1(CC2CC(C3=C(CCN(C2)C1)C4=CC=CC=C4N3)(C5=C(C=C6C(=C5)C78CCN9C7C(C=CC9)(C(C(C8N6C=O)(C(=O)OC)O)OC(=O)C)CC)OC)C(=O)OC)O.OS(=O)(=O)O. Drug 2: C1=CC=C(C=C1)NC(=O)CCCCCCC(=O)NO.